Dataset: Forward reaction prediction with 1.9M reactions from USPTO patents (1976-2016). Task: Predict the product of the given reaction. (1) Given the reactants [CH:1]([C:3]1[CH:4]=[C:5]([CH:9]=[CH:10][CH:11]=1)[C:6]([OH:8])=[O:7])=[O:2].[Br:12]N1C(=O)CCC1=O, predict the reaction product. The product is: [CH:1]([C:3]1[CH:4]=[C:5]([CH:9]=[C:10]([Br:12])[CH:11]=1)[C:6]([OH:8])=[O:7])=[O:2]. (2) Given the reactants [CH3:1][C:2]1[CH:10]=[CH:9][CH:8]=[CH:7][C:3]=1[C:4](Cl)=[O:5].[C:11]([C:13]1[CH:14]=[C:15]([NH2:19])[CH:16]=[CH:17][CH:18]=1)#[CH:12].CCN(CC)CC, predict the reaction product. The product is: [C:11]([C:13]1[CH:14]=[C:15]([NH:19][C:4](=[O:5])[C:3]2[CH:7]=[CH:8][CH:9]=[CH:10][C:2]=2[CH3:1])[CH:16]=[CH:17][CH:18]=1)#[CH:12]. (3) Given the reactants [F:1][C:2]1[C:11]2[C:6](=[CH:7][CH:8]=[CH:9][CH:10]=2)[C:5]([C:12](=[O:22])[CH2:13][CH2:14][CH2:15][CH2:16][C:17]([O:19][CH2:20][CH3:21])=[O:18])=[CH:4][CH:3]=1.[Br:23]Br.S([O-])([O-])=O.[Na+].[Na+], predict the reaction product. The product is: [Br:23][CH:13]([C:12]([C:5]1[C:6]2[C:11](=[CH:10][CH:9]=[CH:8][CH:7]=2)[C:2]([F:1])=[CH:3][CH:4]=1)=[O:22])[CH2:14][CH2:15][CH2:16][C:17]([O:19][CH2:20][CH3:21])=[O:18]. (4) The product is: [CH3:15][N:9]1[C:10]2[C:6](=[CH:5][C:4]([N+:1]([O-:3])=[O:2])=[CH:12][CH:11]=2)[C:7]([C:13]#[N:14])=[N:8]1. Given the reactants [N+:1]([C:4]1[CH:5]=[C:6]2[C:10](=[CH:11][CH:12]=1)[NH:9][N:8]=[C:7]2[C:13]#[N:14])([O-:3])=[O:2].[C:15]([O-])([O-])=O.[K+].[K+].N[C@H](C(O)=O)CCSC, predict the reaction product.